Dataset: Forward reaction prediction with 1.9M reactions from USPTO patents (1976-2016). Task: Predict the product of the given reaction. (1) Given the reactants Cl[CH2:2][CH2:3][CH2:4][CH2:5][CH:6]1[CH2:10][CH2:9][CH:8]([C:11]2[CH:16]=[CH:15][C:14]([F:17])=[CH:13][CH:12]=2)[N:7]1[S:18]([C:21]1[CH:26]=[CH:25][C:24]([CH3:27])=[CH:23][CH:22]=1)(=[O:20])=[O:19].[CH3:28][C:29]1[NH:33][N:32]=[N:31][N:30]=1, predict the reaction product. The product is: [F:17][C:14]1[CH:15]=[CH:16][C:11]([CH:8]2[N:7]([S:18]([C:21]3[CH:22]=[CH:23][C:24]([CH3:27])=[CH:25][CH:26]=3)(=[O:20])=[O:19])[CH:6]([CH2:5][CH2:4][CH2:3][CH2:2][N:30]3[C:29]([CH3:28])=[N:33][N:32]=[N:31]3)[CH2:10][CH2:9]2)=[CH:12][CH:13]=1. (2) Given the reactants CCN(C(C)C)C(C)C.[F:10][C:11]([F:28])([F:27])[O:12][C:13]1[CH:14]=[CH:15][CH:16]=[C:17]2[C:22]=1[O:21][C:20](=[O:23])[C:19]([C:24]([OH:26])=O)=[CH:18]2.CN(C(ON1N=NC2C=CC=NC1=2)=[N+](C)C)C.F[P-](F)(F)(F)(F)F.[NH:53]1[C:61]2[C:56](=[CH:57][C:58]([C:62]3[CH:63]=[C:64]([NH2:68])[CH:65]=[CH:66][CH:67]=3)=[CH:59][CH:60]=2)[CH:55]=[CH:54]1, predict the reaction product. The product is: [NH:53]1[C:61]2[C:56](=[CH:57][C:58]([C:62]3[CH:63]=[C:64]([NH:68][C:24]([C:19]4[C:20](=[O:23])[O:21][C:22]5[C:17]([CH:18]=4)=[CH:16][CH:15]=[CH:14][C:13]=5[O:12][C:11]([F:10])([F:28])[F:27])=[O:26])[CH:65]=[CH:66][CH:67]=3)=[CH:59][CH:60]=2)[CH:55]=[CH:54]1.